This data is from Forward reaction prediction with 1.9M reactions from USPTO patents (1976-2016). The task is: Predict the product of the given reaction. (1) Given the reactants [CH2:1]([N:8]1[CH:12]=[C:11]([C:13]2[CH:19]=[CH:18][C:16]([NH2:17])=[CH:15][C:14]=2[O:20][CH:21]([F:23])[F:22])[CH:10]=[N:9]1)[C:2]1[CH:7]=[CH:6][CH:5]=[CH:4][CH:3]=1.[C:24]([O:28][C:29]([NH:31][C@H:32]([CH2:36][CH:37]([CH3:39])[CH3:38])[C:33](O)=[O:34])=[O:30])([CH3:27])([CH3:26])[CH3:25].C(N(CC)C(C)C)(C)C.C([O-])(O)=O.[Na+], predict the reaction product. The product is: [CH2:1]([N:8]1[CH:12]=[C:11]([C:13]2[CH:19]=[CH:18][C:16]([NH:17][C:33](=[O:34])[C@H:32]([NH:31][C:29](=[O:30])[O:28][C:24]([CH3:27])([CH3:26])[CH3:25])[CH2:36][CH:37]([CH3:39])[CH3:38])=[CH:15][C:14]=2[O:20][CH:21]([F:23])[F:22])[CH:10]=[N:9]1)[C:2]1[CH:3]=[CH:4][CH:5]=[CH:6][CH:7]=1. (2) Given the reactants [OH:1][C:2]1[CH:13]=[CH:12][C:5]2[CH2:6][CH2:7][CH2:8][CH2:9][C:10](=[O:11])[C:4]=2[CH:3]=1.[CH2:14](Br)[C:15]1[CH:20]=[CH:19][CH:18]=[CH:17][CH:16]=1.C(=O)([O-])[O-].[K+].[K+].O, predict the reaction product. The product is: [CH2:14]([O:1][C:2]1[CH:13]=[CH:12][C:5]2[CH2:6][CH2:7][CH2:8][CH2:9][C:10](=[O:11])[C:4]=2[CH:3]=1)[C:15]1[CH:20]=[CH:19][CH:18]=[CH:17][CH:16]=1. (3) Given the reactants [CH3:1][O:2][C:3](=[O:10])[C@H:4]1[CH2:8][CH2:7][C:6](=[O:9])[NH:5]1.[C:11](O[C:11]([O:13][C:14]([CH3:17])([CH3:16])[CH3:15])=[O:12])([O:13][C:14]([CH3:17])([CH3:16])[CH3:15])=[O:12], predict the reaction product. The product is: [CH3:1][O:2][C:3](=[O:10])[C@H:4]1[CH2:8][CH2:7][C:6](=[O:9])[N:5]1[C:11]([O:13][C:14]([CH3:17])([CH3:16])[CH3:15])=[O:12]. (4) Given the reactants [CH2:1]([N:8]1[CH2:13][CH2:12][CH:11]([C:14](N(OC)C)=[O:15])[CH2:10][CH2:9]1)[C:2]1[CH:7]=[CH:6][CH:5]=[CH:4][CH:3]=1.[CH2:20]([Mg]Br)[CH2:21][CH:22]=[CH2:23], predict the reaction product. The product is: [CH2:1]([N:8]1[CH2:13][CH2:12][CH:11]([C:14](=[O:15])[CH2:23][CH2:22][CH:21]=[CH2:20])[CH2:10][CH2:9]1)[C:2]1[CH:7]=[CH:6][CH:5]=[CH:4][CH:3]=1. (5) Given the reactants [CH3:1][N:2]1[C:10]2[C:5](=[CH:6][C:7]([NH:11][C:12]([NH:14][C:15]3[CH:16]=[C:17]([CH:28]=[CH:29][CH:30]=3)[O:18][C:19]3[CH:24]=[CH:23][N:22]=[C:21]([C:25]([OH:27])=O)[CH:20]=3)=[O:13])=[CH:8][CH:9]=2)[CH:4]=[N:3]1.[NH2:31][CH2:32][CH2:33][N:34]1[CH2:39][CH2:38][CH2:37][CH2:36][CH2:35]1.ON1C2C=CC=CC=2N=N1.Cl.CN(C)CCCN=C=NCC.CN1CCOCC1, predict the reaction product. The product is: [CH3:1][N:2]1[C:10]2[C:5](=[CH:6][C:7]([NH:11][C:12]([NH:14][C:15]3[CH:16]=[C:17]([CH:28]=[CH:29][CH:30]=3)[O:18][C:19]3[CH:24]=[CH:23][N:22]=[C:21]([C:25]([NH:31][CH2:32][CH2:33][N:34]4[CH2:39][CH2:38][CH2:37][CH2:36][CH2:35]4)=[O:27])[CH:20]=3)=[O:13])=[CH:8][CH:9]=2)[CH:4]=[N:3]1.